Dataset: Catalyst prediction with 721,799 reactions and 888 catalyst types from USPTO. Task: Predict which catalyst facilitates the given reaction. (1) Reactant: [Br:1][C:2]1[C:11]2[C:6](=[CH:7][CH:8]=[CH:9][CH:10]=2)[C:5]([C:12]2[CH:17]=[CH:16][CH:15]=[CH:14][C:13]=2[CH:18]=[CH:19]OC)=[CH:4][CH:3]=1.CS(O)(=O)=O.C(=O)([O-])[O-].[K+].[K+]. Product: [Br:1][C:2]1[C:11]2[CH:10]=[CH:9][CH:8]=[CH:7][C:6]=2[C:5]2[C:12]3[CH:17]=[CH:16][CH:15]=[CH:14][C:13]=3[CH:18]=[CH:19][C:4]=2[CH:3]=1. The catalyst class is: 4. (2) Reactant: [C:1]([NH:8][C@H:9]([C:19]([O:21][C:22]([CH3:25])([CH3:24])[CH3:23])=[O:20])[CH2:10][CH2:11][C:12]([O:14][C:15]([CH3:18])([CH3:17])[CH3:16])=[O:13])([O:3][C:4]([CH3:7])([CH3:6])[CH3:5])=[O:2].C[Si]([N-][Si](C)(C)C)(C)C.[Li+].[CH2:36](Br)[CH:37]=[CH2:38]. Product: [CH2:38]([C@H:11]([C:12]([O:14][C:15]([CH3:16])([CH3:18])[CH3:17])=[O:13])[CH2:10][C@H:9]([NH:8][C:1]([O:3][C:4]([CH3:7])([CH3:6])[CH3:5])=[O:2])[C:19]([O:21][C:22]([CH3:25])([CH3:24])[CH3:23])=[O:20])[CH:37]=[CH2:36]. The catalyst class is: 7.